Dataset: Reaction yield outcomes from USPTO patents with 853,638 reactions. Task: Predict the reaction yield, written as a fraction of the theoretical maximum amount of product (1.0 means a 100% yield; for example, 0.34 means a 34% yield). (1) The reactants are CC1C=C(N2CCN(CCOC3C=CC=CC=3)C2=O)SC=1C(O)=O.[F:25][C:26]1[CH:47]=[CH:46][C:29]([CH2:30][N:31]2[CH2:35][CH2:34][N:33]([C:36]3[S:40][C:39]([C:41](O)=[O:42])=[C:38]([CH3:44])[CH:37]=3)[C:32]2=[O:45])=[CH:28][CH:27]=1.[CH3:48][C:49]1[S:53][C:52]([CH2:54][NH2:55])=[CH:51][CH:50]=1. No catalyst specified. The product is [F:25][C:26]1[CH:27]=[CH:28][C:29]([CH2:30][N:31]2[CH2:35][CH2:34][N:33]([C:36]3[S:40][C:39]([C:41]([NH:55][CH2:54][C:52]4[S:53][C:49]([CH3:48])=[CH:50][CH:51]=4)=[O:42])=[C:38]([CH3:44])[CH:37]=3)[C:32]2=[O:45])=[CH:46][CH:47]=1. The yield is 0.410. (2) The reactants are [F:1][C:2]1[CH:10]=[CH:9][C:8]2[N:7]([C:11]3[CH:12]=[CH:13][C:14]([C:18]([OH:20])=O)=[N:15][C:16]=3[CH3:17])[C:6]3[CH:21]=[N:22][N:23](C4CCCCO4)[C:5]=3[C:4]=2[CH:3]=1.[NH2:30][CH2:31][CH2:32][OH:33].CN(C(ON1N=NC2C=CC=NC1=2)=[N+](C)C)C.F[P-](F)(F)(F)(F)F.CCN(C(C)C)C(C)C. The catalyst is CO.Cl.CN(C=O)C. The product is [F:1][C:2]1[CH:10]=[CH:9][C:8]2[N:7]([C:11]3[CH:12]=[CH:13][C:14]([C:18]([NH:30][CH2:31][CH2:32][OH:33])=[O:20])=[N:15][C:16]=3[CH3:17])[C:6]3[CH:21]=[N:22][NH:23][C:5]=3[C:4]=2[CH:3]=1. The yield is 0.120. (3) The reactants are [Cl:1][C:2]1[N:7]=[CH:6][C:5]([S:8][C:9]2[N:13]([C:14]3[CH:19]=[CH:18][CH:17]=[CH:16][C:15]=3[F:20])[N:12]=[C:11]([C:21]([O:23]CC)=O)[CH:10]=2)=[CH:4][CH:3]=1.[CH3:26][NH2:27].CO. The catalyst is CO. The product is [Cl:1][C:2]1[N:7]=[CH:6][C:5]([S:8][C:9]2[N:13]([C:14]3[CH:19]=[CH:18][CH:17]=[CH:16][C:15]=3[F:20])[N:12]=[C:11]([C:21]([NH:27][CH3:26])=[O:23])[CH:10]=2)=[CH:4][CH:3]=1. The yield is 0.940. (4) The reactants are I[C:2]1[CH:3]=[CH:4][C:5]([O:10][CH:11]([CH3:13])[CH3:12])=[C:6]([CH:9]=1)[C:7]#[N:8].[B:14]1([B:14]2[O:18][C:17]([CH3:20])([CH3:19])[C:16]([CH3:22])([CH3:21])[O:15]2)[O:18][C:17]([CH3:20])([CH3:19])[C:16]([CH3:22])([CH3:21])[O:15]1.CC([O-])=O.[K+]. The catalyst is C1C=CC(P(C2C=CC=CC=2)[C-]2C=CC=C2)=CC=1.C1C=CC(P(C2C=CC=CC=2)[C-]2C=CC=C2)=CC=1.Cl[Pd]Cl.[Fe+2].O1CCOCC1. The product is [CH:11]([O:10][C:5]1[CH:4]=[CH:3][C:2]([B:14]2[O:18][C:17]([CH3:20])([CH3:19])[C:16]([CH3:22])([CH3:21])[O:15]2)=[CH:9][C:6]=1[C:7]#[N:8])([CH3:13])[CH3:12]. The yield is 0.920. (5) The reactants are Cl[C:2]1[C:11]2[CH2:10][CH2:9][CH2:8][CH2:7][C:6]=2[N:5]=[C:4]([NH2:12])[N:3]=1.C(N(CC)CC)C.CN(C)C=O.Cl.[CH2:26]([O:28][C:29](=[O:33])[CH:30]([NH2:32])[CH3:31])[CH3:27]. The catalyst is O. The product is [NH2:12][C:4]1[N:3]=[C:2]([NH:32][CH:30]([CH3:31])[C:29]([O:28][CH2:26][CH3:27])=[O:33])[C:11]2[CH2:10][CH2:9][CH2:8][CH2:7][C:6]=2[N:5]=1. The yield is 0.293. (6) The reactants are [NH:1]1[CH2:6][CH2:5][CH2:4][CH2:3][CH:2]1[CH2:7][OH:8].[CH2:9](Br)[C:10]1[CH:15]=[CH:14][CH:13]=[CH:12][CH:11]=1.C(N(C(C)C)CC)(C)C. The catalyst is C(#N)C. The product is [CH2:9]([N:1]1[CH2:6][CH2:5][CH2:4][CH2:3][CH:2]1[CH2:7][OH:8])[C:10]1[CH:15]=[CH:14][CH:13]=[CH:12][CH:11]=1. The yield is 0.990. (7) The reactants are [CH3:1][O:2][C:3]1[CH:8]=[CH:7][C:6]([N:9]2[C:13](=O)[CH2:12][C:11]([CH2:15][CH2:16][CH3:17])=[N:10]2)=[CH:5][CH:4]=1.P(Br)(Br)[Br:19]. The catalyst is CC#N. The product is [Br:19][C:13]1[N:9]([C:6]2[CH:7]=[CH:8][C:3]([O:2][CH3:1])=[CH:4][CH:5]=2)[N:10]=[C:11]([CH2:15][CH2:16][CH3:17])[CH:12]=1. The yield is 0.460.